Dataset: NCI-60 drug combinations with 297,098 pairs across 59 cell lines. Task: Regression. Given two drug SMILES strings and cell line genomic features, predict the synergy score measuring deviation from expected non-interaction effect. (1) Drug 1: CCC1=CC2CC(C3=C(CN(C2)C1)C4=CC=CC=C4N3)(C5=C(C=C6C(=C5)C78CCN9C7C(C=CC9)(C(C(C8N6C)(C(=O)OC)O)OC(=O)C)CC)OC)C(=O)OC.C(C(C(=O)O)O)(C(=O)O)O. Drug 2: CS(=O)(=O)OCCCCOS(=O)(=O)C. Cell line: OVCAR-4. Synergy scores: CSS=26.0, Synergy_ZIP=2.01, Synergy_Bliss=3.45, Synergy_Loewe=-26.8, Synergy_HSA=3.52. (2) Drug 1: CC1=C(C=C(C=C1)NC2=NC=CC(=N2)N(C)C3=CC4=NN(C(=C4C=C3)C)C)S(=O)(=O)N.Cl. Drug 2: C1=NNC2=C1C(=O)NC=N2. Cell line: MDA-MB-231. Synergy scores: CSS=3.33, Synergy_ZIP=0.0936, Synergy_Bliss=-1.75, Synergy_Loewe=-11.1, Synergy_HSA=-5.42. (3) Drug 1: C1=CN(C(=O)N=C1N)C2C(C(C(O2)CO)O)O.Cl. Drug 2: CC1=C(C(=O)C2=C(C1=O)N3CC4C(C3(C2COC(=O)N)OC)N4)N. Cell line: K-562. Synergy scores: CSS=54.1, Synergy_ZIP=-0.614, Synergy_Bliss=-1.52, Synergy_Loewe=-2.24, Synergy_HSA=4.31. (4) Drug 1: C1=C(C(=O)NC(=O)N1)F. Drug 2: CC(C)CN1C=NC2=C1C3=CC=CC=C3N=C2N. Cell line: 786-0. Synergy scores: CSS=26.1, Synergy_ZIP=-0.109, Synergy_Bliss=-2.92, Synergy_Loewe=-4.25, Synergy_HSA=-3.56. (5) Drug 1: C1=CC=C(C=C1)NC(=O)CCCCCCC(=O)NO. Drug 2: C1CN1C2=NC(=NC(=N2)N3CC3)N4CC4. Cell line: SNB-75. Synergy scores: CSS=39.8, Synergy_ZIP=3.85, Synergy_Bliss=4.90, Synergy_Loewe=-12.7, Synergy_HSA=8.10.